Task: Predict the reaction yield, written as a fraction of the theoretical maximum amount of product (1.0 means a 100% yield; for example, 0.34 means a 34% yield).. Dataset: Reaction yield outcomes from USPTO patents with 853,638 reactions (1) The product is [Si:31]([O:1][CH2:2][C@H:3]([CH2:19][CH:20]=[CH2:21])[CH2:4][C@H:5]1[CH2:9][O:8][C:7]([CH3:11])([CH3:10])[N:6]1[C:12]([O:14][C:15]([CH3:18])([CH3:17])[CH3:16])=[O:13])([C:28]([CH3:30])([CH3:29])[CH3:27])([CH3:33])[CH3:32]. The reactants are [OH:1][CH2:2][C@H:3]([CH2:19][CH:20]=[CH2:21])[CH2:4][C@H:5]1[CH2:9][O:8][C:7]([CH3:11])([CH3:10])[N:6]1[C:12]([O:14][C:15]([CH3:18])([CH3:17])[CH3:16])=[O:13].N1C=CN=C1.[CH3:27][C:28]([Si:31](Cl)([CH3:33])[CH3:32])([CH3:30])[CH3:29]. The catalyst is CN(C1C=CN=CC=1)C.C(Cl)Cl. The yield is 0.570. (2) The reactants are O[C:2]1[C:11](O)=[CH:10][C:9]2[C:4](=[CH:5][CH:6]=[CH:7][CH:8]=2)[CH:3]=1.[C:13]1([NH2:20])[CH:18]=[CH:17][CH:16]=[CH:15][C:14]=1[NH2:19].CN(C)C1C=CC=CC=1.C(Cl)Cl. The catalyst is C1(C)C=CC=CC=1.CCCCCCC. The product is [CH:18]1[C:13]2[NH:20][C:11]3[CH:10]=[C:9]4[CH:8]=[CH:7][CH:6]=[CH:5][C:4]4=[CH:3][C:2]=3[NH:19][C:14]=2[CH:15]=[CH:16][CH:17]=1. The yield is 0.760. (3) The reactants are [F:1][C:2]1[CH:17]=[CH:16][C:5]2[NH:6][C@@H:7]([CH2:10][C:11](OCC)=[O:12])[CH2:8][O:9][C:4]=2[CH:3]=1.[CH3:18][NH2:19]. The catalyst is CO.CCO. The product is [F:1][C:2]1[CH:17]=[CH:16][C:5]2[NH:6][C@@H:7]([CH2:10][C:11]([NH:19][CH3:18])=[O:12])[CH2:8][O:9][C:4]=2[CH:3]=1. The yield is 0.992. (4) The reactants are CS[CH:3]1[N:11]([CH2:12][CH2:13][CH2:14][CH2:15][CH3:16])[C:10]2[N:9]=[C:8]([C:17]([F:20])([F:19])[F:18])[NH:7][C:6]=2[C:5](=[O:21])[NH:4]1.[NH2:22][NH2:23]. The catalyst is O. The product is [CH2:12]([N:11]1[C:10]2[N:9]=[C:8]([C:17]([F:20])([F:19])[F:18])[NH:7][C:6]=2[C:5](=[O:21])[NH:4]/[C:3]/1=[N:22]\[NH2:23])[CH2:13][CH2:14][CH2:15][CH3:16]. The yield is 0.650. (5) The reactants are [O:1]1[C:5]2[CH:6]=[CH:7][C:8]([C:10]([CH3:14])([CH3:13])[CH:11]=O)=[CH:9][C:4]=2[O:3][CH2:2]1.[NH2:15][OH:16].N1C=CC=CC=1. The catalyst is C(O)C.Cl. The product is [O:1]1[C:5]2[CH:6]=[CH:7][C:8]([C:10]([CH3:14])([CH3:13])[CH:11]=[N:15][OH:16])=[CH:9][C:4]=2[O:3][CH2:2]1. The yield is 0.960. (6) The reactants are Cl[C:2]1[N:7]=[C:6]2[CH:8]=[C:9]([C:20]3[O:21][CH:22]=[CH:23][N:24]=3)[N:10]([S:11]([C:14]3[CH:19]=[CH:18][CH:17]=[CH:16][CH:15]=3)(=[O:13])=[O:12])[C:5]2=[CH:4][CH:3]=1.[NH:25]([C:34]([O:36][C:37]([CH3:40])([CH3:39])[CH3:38])=[O:35])[NH:26][C:27]([O:29][C:30]([CH3:33])([CH3:32])[CH3:31])=[O:28].C([O-])([O-])=O.[Cs+].[Cs+]. The catalyst is C1(C)C=CC=CC=1.C(Cl)Cl.C1(P(C2CCCCC2)C2C=CC=CC=2C2C(C(C)C)=CC(C(C)C)=CC=2C(C)C)CCCCC1.NC1C=CC=CC=1C1C=CC=CC=1[Pd]Cl. The product is [O:21]1[CH:22]=[CH:23][N:24]=[C:20]1[C:9]1[N:10]([S:11]([C:14]2[CH:19]=[CH:18][CH:17]=[CH:16][CH:15]=2)(=[O:13])=[O:12])[C:5]2[C:6](=[N:7][C:2]([N:25]([C:34]([O:36][C:37]([CH3:40])([CH3:39])[CH3:38])=[O:35])[NH:26][C:27]([O:29][C:30]([CH3:31])([CH3:32])[CH3:33])=[O:28])=[CH:3][CH:4]=2)[CH:8]=1.[O:21]1[CH:22]=[CH:23][N:24]=[C:20]1[C:9]1[NH:10][C:5]2[C:6](=[N:7][C:2]([N:25]([C:34]([O:36][C:37]([CH3:40])([CH3:39])[CH3:38])=[O:35])[NH:26][C:27]([O:29][C:30]([CH3:31])([CH3:32])[CH3:33])=[O:28])=[CH:3][CH:4]=2)[CH:8]=1. The yield is 0.140. (7) The reactants are [CH2:1]([O:3][C:4]([C:6]1[CH:7]=[N:8][C:9]2[C:14]([C:15]=1Cl)=[CH:13][CH:12]=[CH:11][C:10]=2[N+:17]([O-])=O)=[O:5])[CH3:2].[CH2:20]([NH2:28])[CH2:21][C:22]1[CH:27]=[CH:26][CH:25]=[CH:24][CH:23]=1. No catalyst specified. The product is [CH2:1]([O:3][C:4]([C:6]1[CH:7]=[N:8][C:9]2[C:14]([C:15]=1[NH:28][CH2:20][CH2:21][C:22]1[CH:27]=[CH:26][CH:25]=[CH:24][CH:23]=1)=[CH:13][CH:12]=[CH:11][C:10]=2[NH2:17])=[O:5])[CH3:2]. The yield is 0.880. (8) The reactants are [OH:1][C@H:2]([CH2:16][OH:17])[CH2:3][O:4][C:5]1[CH:10]=[CH:9][CH:8]=[CH:7][C:6]=1[CH2:11][CH2:12][CH2:13][CH2:14][NH2:15].C(NCCCCC1C=CC=CC=1OC[C@@H](O)CO)(OCC1C=CC=CC=1)=O. No catalyst specified. The product is [OH:1][C@@H:2]([CH2:16][OH:17])[CH2:3][O:4][C:5]1[CH:10]=[CH:9][CH:8]=[CH:7][C:6]=1[CH2:11][CH2:12][CH2:13][CH2:14][NH2:15]. The yield is 0.990.